Dataset: Forward reaction prediction with 1.9M reactions from USPTO patents (1976-2016). Task: Predict the product of the given reaction. (1) Given the reactants Cl[C:2]1[N:7]=[C:6]([N:8]([CH:18]2[CH2:20][CH2:19]2)[CH2:9][C:10]2[CH:15]=[CH:14][C:13]([O:16][CH3:17])=[CH:12][CH:11]=2)[C:5]2=[N:21][CH:22]=[C:23]([C:24]#[N:25])[N:4]2[N:3]=1.[NH2:26][C:27]1[CH:28]=[C:29]([CH:32]=[C:33]([O:36][CH:37]2[CH2:42][CH2:41][N:40]([C:43]3([CH3:47])[CH2:46][O:45][CH2:44]3)[CH2:39][CH2:38]2)[C:34]=1[Cl:35])[C:30]#[N:31].CC1(C)C2C(=C(P(C3C=CC=CC=3)C3C=CC=CC=3)C=CC=2)OC2C(P(C3C=CC=CC=3)C3C=CC=CC=3)=CC=CC1=2.C(=O)([O-])[O-].[Cs+].[Cs+], predict the reaction product. The product is: [Cl:35][C:34]1[C:33]([O:36][CH:37]2[CH2:42][CH2:41][N:40]([C:43]3([CH3:47])[CH2:44][O:45][CH2:46]3)[CH2:39][CH2:38]2)=[CH:32][C:29]([C:30]#[N:31])=[CH:28][C:27]=1[NH:26][C:2]1[N:7]=[C:6]([N:8]([CH:18]2[CH2:19][CH2:20]2)[CH2:9][C:10]2[CH:11]=[CH:12][C:13]([O:16][CH3:17])=[CH:14][CH:15]=2)[C:5]2=[N:21][CH:22]=[C:23]([C:24]#[N:25])[N:4]2[N:3]=1. (2) The product is: [C:9]1([S+:15]([C:23]2[CH:28]=[CH:27][CH:26]=[CH:25][CH:24]=2)[C:16]2[CH:21]=[CH:20][C:19]([OH:22])=[CH:18][CH:17]=2)[CH:14]=[CH:13][CH:12]=[CH:11][CH:10]=1.[F:46][C:31]([F:30])([S:42]([OH:45])(=[O:44])=[O:43])[CH2:32][O:33][C:34]([CH:36]1[CH2:41][CH2:40][CH2:39][CH2:38][CH2:37]1)=[O:35]. Given the reactants FC(F)(F)S([O-])(=O)=O.[C:9]1([S+:15]([C:23]2[CH:28]=[CH:27][CH:26]=[CH:25][CH:24]=2)[C:16]2[CH:21]=[CH:20][C:19]([OH:22])=[CH:18][CH:17]=2)[CH:14]=[CH:13][CH:12]=[CH:11][CH:10]=1.[Na].[F:30][C:31]([F:46])([S:42]([OH:45])(=[O:44])=[O:43])[CH2:32][O:33][C:34]([CH:36]1[CH2:41][CH2:40][CH2:39][CH2:38][CH2:37]1)=[O:35], predict the reaction product. (3) Given the reactants [Cl:1][C:2]1[C:11]([CH:12]=O)=[CH:10][C:9]2[C:4](=[CH:5][CH:6]=[C:7]([O:14][CH3:15])[CH:8]=2)[N:3]=1.[S:16]1[C:20]2[CH:21]=[CH:22][CH:23]=[CH:24][C:19]=2[N:18]=[C:17]1[CH2:25][C:26]#[N:27], predict the reaction product. The product is: [S:16]1[C:20]2[CH:21]=[CH:22][CH:23]=[CH:24][C:19]=2[N:18]=[C:17]1/[C:25](=[CH:12]/[C:11]1[C:2]([Cl:1])=[N:3][C:4]2[C:9]([CH:10]=1)=[CH:8][C:7]([O:14][CH3:15])=[CH:6][CH:5]=2)/[C:26]#[N:27].